Dataset: Full USPTO retrosynthesis dataset with 1.9M reactions from patents (1976-2016). Task: Predict the reactants needed to synthesize the given product. (1) Given the product [Br:1][C:2]1[CH:7]=[CH:6][C:5]([C@@H:8]([CH3:11])[CH2:9][N:17]2[C:13](=[O:23])[C:14]3[C:15](=[CH:19][CH:20]=[CH:21][CH:22]=3)[C:16]2=[O:18])=[C:4]([F:12])[CH:3]=1, predict the reactants needed to synthesize it. The reactants are: [Br:1][C:2]1[CH:7]=[CH:6][C:5]([C@@H:8]([CH3:11])[CH2:9]O)=[C:4]([F:12])[CH:3]=1.[C:13]1(=[O:23])[NH:17][C:16](=[O:18])[C:15]2=[CH:19][CH:20]=[CH:21][CH:22]=[C:14]12. (2) Given the product [Cl:32][C:28]1[CH:29]=[C:13]([CH:14]=[CH:26][CH:27]=1)[CH2:12][S:11][C:5]1[CH:4]=[C:3]([O:2][CH3:1])[C:8]([O:9][CH3:10])=[N:7][CH:6]=1, predict the reactants needed to synthesize it. The reactants are: [CH3:1][O:2][C:3]1[CH:4]=[C:5]([S:11][CH2:12][CH2:13][C:14](OC)=O)[CH:6]=[N:7][C:8]=1[O:9][CH3:10].CC(C)([O-])C.[K+].BrC[C:26]1C=C[CH:29]=[C:28]([Cl:32])[CH:27]=1. (3) Given the product [CH:23]1([NH:26][C:17]([NH:9][C:7](=[O:8])[C:6]2[CH:10]=[C:11]([F:14])[C:12]([F:13])=[C:4]([O:3][CH:2]([F:1])[F:16])[C:5]=2[F:15])=[O:21])[CH2:25][CH2:24]1, predict the reactants needed to synthesize it. The reactants are: [F:1][CH:2]([F:16])[O:3][C:4]1[C:5]([F:15])=[C:6]([CH:10]=[C:11]([F:14])[C:12]=1[F:13])[C:7]([NH2:9])=[O:8].[C:17](Cl)(=[O:21])C(Cl)=O.[CH:23]1([NH2:26])[CH2:25][CH2:24]1. (4) Given the product [Cl:21][C:22]1[CH:30]=[C:29]([Cl:31])[CH:28]=[C:27]2[C:23]=1[CH:24]=[C:25]([C:32]([NH:1][CH2:2][C:3]1[CH:8]=[CH:7][C:6]([Cl:9])=[C:5]([O:10][C:11]3[CH:12]=[C:13]([C:14]#[N:15])[CH:16]=[C:17]([Cl:19])[CH:18]=3)[C:4]=1[F:20])=[O:33])[NH:26]2, predict the reactants needed to synthesize it. The reactants are: [NH2:1][CH2:2][C:3]1[C:4]([F:20])=[C:5]([O:10][C:11]2[CH:12]=[C:13]([CH:16]=[C:17]([Cl:19])[CH:18]=2)[C:14]#[N:15])[C:6]([Cl:9])=[CH:7][CH:8]=1.[Cl:21][C:22]1[CH:30]=[C:29]([Cl:31])[CH:28]=[C:27]2[C:23]=1[CH:24]=[C:25]([C:32](Cl)=[O:33])[NH:26]2.C(N(C(C)C)CC)(C)C. (5) Given the product [CH:32]1([C:9]2[C:8]3[C:12](=[CH:13][C:5]([C:3]([OH:2])=[O:4])=[CH:6][CH:7]=3)[N:11]([CH2:14][C:15]([N:17]3[CH2:18][CH2:19][O:20][CH2:21][CH2:22]3)=[O:16])[C:10]=2[C:23]2[CH:24]=[C:25]3[C:26](=[CH:27][CH:28]=2)[N:29]=[C:46]([C:41]2[CH:42]=[CH:43][C:44]([CH3:45])=[C:39]([CH3:38])[CH:40]=2)[CH:47]=[CH:30]3)[CH2:33][CH2:34][CH2:35][CH2:36][CH2:37]1, predict the reactants needed to synthesize it. The reactants are: C[O:2][C:3]([C:5]1[CH:13]=[C:12]2[C:8]([C:9]([CH:32]3[CH2:37][CH2:36][CH2:35][CH2:34][CH2:33]3)=[C:10]([C:23]3[CH:28]=[CH:27][C:26]([NH2:29])=[C:25]([CH:30]=O)[CH:24]=3)[N:11]2[CH2:14][C:15]([N:17]2[CH2:22][CH2:21][O:20][CH2:19][CH2:18]2)=[O:16])=[CH:7][CH:6]=1)=[O:4].[CH3:38][C:39]1[CH:40]=[C:41]([C:46](=O)[CH3:47])[CH:42]=[CH:43][C:44]=1[CH3:45]. (6) The reactants are: [N:1]1([CH2:6][CH2:7][CH2:8][OH:9])[CH:5]=[N:4][CH:3]=[N:2]1.[C:10]([Si:14](Cl)([CH3:16])[CH3:15])([CH3:13])([CH3:12])[CH3:11].N1C=CN=C1. Given the product [C:10]([Si:14]([CH3:16])([CH3:15])[O:9][CH2:8][CH2:7][CH2:6][N:1]1[CH:5]=[N:4][CH:3]=[N:2]1)([CH3:13])([CH3:12])[CH3:11], predict the reactants needed to synthesize it. (7) Given the product [C:35]([NH:33][C:34]1[N:7]2[CH:8]=[C:3]([C:2]([F:1])([F:10])[F:11])[CH:4]=[CH:5][C:6]2=[N:9][C:16]=1[C:15]1[CH:18]=[CH:19][CH:20]=[C:13]([F:12])[CH:14]=1)([CH3:38])([CH3:37])[CH3:36], predict the reactants needed to synthesize it. The reactants are: [F:1][C:2]([F:11])([F:10])[C:3]1[CH:4]=[CH:5][C:6]([NH2:9])=[N:7][CH:8]=1.[F:12][C:13]1[CH:14]=[C:15]([CH:18]=[CH:19][CH:20]=1)[CH:16]=O.O.C1(C)C=CC(S(O)(=O)=O)=CC=1.[N+:33]([C:35]([CH3:38])([CH3:37])[CH3:36])#[C-:34]. (8) Given the product [CH:1]1([N:4]2[C:13]3[C:8](=[CH:9][C:10]([F:15])=[C:11]([F:14])[CH:12]=3)[C:7](=[O:16])[C:6]([C:17]([O:19][CH2:20][CH3:21])=[O:18])=[C:5]2[N:26]2[CH2:31][CH2:30][O:29][CH2:28][CH2:27]2)[CH2:3][CH2:2]1, predict the reactants needed to synthesize it. The reactants are: [CH:1]1([N:4]2[C:13]3[C:8](=[CH:9][C:10]([F:15])=[C:11]([F:14])[CH:12]=3)[C:7](=[O:16])[C:6]([C:17]([O:19][CH2:20][CH3:21])=[O:18])=[C:5]2S(C)(=O)=O)[CH2:3][CH2:2]1.[NH:26]1[CH2:31][CH2:30][O:29][CH2:28][CH2:27]1.C(N(CC)C(C)C)(C)C.CCOCC.[Mg+2].[Br-].[Br-].